This data is from Reaction yield outcomes from USPTO patents with 853,638 reactions. The task is: Predict the reaction yield, written as a fraction of the theoretical maximum amount of product (1.0 means a 100% yield; for example, 0.34 means a 34% yield). The reactants are [CH3:1][C:2]1[C:3]2[N:4]([C:18]([NH2:21])=[CH:19][N:20]=2)[N:5]=[C:6]([C:8]2[CH:13]=[CH:12][CH:11]=[CH:10][C:9]=2[C:14]([F:17])([F:16])[F:15])[CH:7]=1.[N:22]1[CH:27]=[CH:26][CH:25]=[CH:24][C:23]=1[C:28](O)=[O:29].CCN(C(C)C)C(C)C.CN(C(ON1N=NC2C=CC=NC1=2)=[N+](C)C)C.F[P-](F)(F)(F)(F)F. The catalyst is CN(C=O)C.O. The product is [CH3:1][C:2]1[C:3]2[N:4]([C:18]([NH:21][C:28](=[O:29])[C:23]3[CH:24]=[CH:25][CH:26]=[CH:27][N:22]=3)=[CH:19][N:20]=2)[N:5]=[C:6]([C:8]2[CH:13]=[CH:12][CH:11]=[CH:10][C:9]=2[C:14]([F:15])([F:16])[F:17])[CH:7]=1. The yield is 0.410.